This data is from TCR-epitope binding with 47,182 pairs between 192 epitopes and 23,139 TCRs. The task is: Binary Classification. Given a T-cell receptor sequence (or CDR3 region) and an epitope sequence, predict whether binding occurs between them. (1) The epitope is VLWAHGFEL. The TCR CDR3 sequence is CSIGTGGYNEQFF. Result: 0 (the TCR does not bind to the epitope). (2) Result: 1 (the TCR binds to the epitope). The TCR CDR3 sequence is CASSSFPGGLYEQYF. The epitope is FVDGVPFVV. (3) The epitope is LLWNGPMAV. The TCR CDR3 sequence is CASRGLVDRTYGYTF. Result: 1 (the TCR binds to the epitope). (4) The epitope is HPVGEADYFEY. The TCR CDR3 sequence is CASSTGQAYEQYF. Result: 0 (the TCR does not bind to the epitope). (5) The epitope is RAKFKQLL. The TCR CDR3 sequence is CSASGPGLYYNEQFF. Result: 1 (the TCR binds to the epitope).